Dataset: Forward reaction prediction with 1.9M reactions from USPTO patents (1976-2016). Task: Predict the product of the given reaction. (1) Given the reactants [CH2:1]([O:8][C:9]1[CH:10]=[C:11]2[C:19](=[CH:20][CH:21]=1)[NH:18][C:17]1[CH:16]([C:22]([O:24]C)=[O:23])[N:15]([CH3:26])[CH2:14][CH2:13][C:12]2=1)[C:2]1[CH:7]=[CH:6][CH:5]=[CH:4][CH:3]=1.[OH-].[Na+:28].C(OCC)C, predict the reaction product. The product is: [CH2:1]([O:8][C:9]1[CH:10]=[C:11]2[C:19](=[CH:20][CH:21]=1)[NH:18][C:17]1[CH:16]([C:22]([O-:24])=[O:23])[N:15]([CH3:26])[CH2:14][CH2:13][C:12]2=1)[C:2]1[CH:7]=[CH:6][CH:5]=[CH:4][CH:3]=1.[Na+:28]. (2) Given the reactants [F:1][C:2]1[CH:3]=[C:4]2[C:8](=[CH:9][CH:10]=1)[NH:7][C:6]([C:11]([O:13][CH2:14][CH3:15])=[O:12])=[CH:5]2.[CH2:16](OC(C1NC2C(C=1)=CC=CC=2)=O)C, predict the reaction product. The product is: [F:1][C:2]1[CH:3]=[C:4]2[C:8](=[CH:9][CH:10]=1)[N:7]([CH3:16])[C:6]([C:11]([O:13][CH2:14][CH3:15])=[O:12])=[CH:5]2.